Dataset: Catalyst prediction with 721,799 reactions and 888 catalyst types from USPTO. Task: Predict which catalyst facilitates the given reaction. (1) Reactant: Cl[C:2]1[CH:3]=[C:4]([NH:10][C:11]2[CH:15]=[C:14]([CH3:16])[O:13][N:12]=2)[C:5](=[O:9])[N:6]([CH3:8])[N:7]=1.[C:17]([O:20][CH2:21][C:22]1[C:23]([N:37]2[N:46]=[CH:45][C:44]3[C:39](=[C:40]([F:51])[CH:41]=[C:42]([C:47]([CH3:50])([CH3:49])[CH3:48])[CH:43]=3)[C:38]2=[O:52])=[N:24][CH:25]=[CH:26][C:27]=1B1OC(C)(C)C(C)(C)O1)(=[O:19])[CH3:18].C([O-])(=O)C.[K+].[O-]P([O-])([O-])=O.[K+].[K+].[K+]. Product: [C:17]([O:20][CH2:21][C:22]1[C:23]([N:37]2[N:46]=[CH:45][C:44]3[C:39](=[C:40]([F:51])[CH:41]=[C:42]([C:47]([CH3:49])([CH3:48])[CH3:50])[CH:43]=3)[C:38]2=[O:52])=[N:24][CH:25]=[CH:26][C:27]=1[C:2]1[CH:3]=[C:4]([NH:10][C:11]2[CH:15]=[C:14]([CH3:16])[O:13][N:12]=2)[C:5](=[O:9])[N:6]([CH3:8])[N:7]=1)(=[O:19])[CH3:18]. The catalyst class is: 712. (2) Reactant: COC1C=CC([CH2:7][N:8](C)[C:9]2[CH:18]=[C:17]3[C:12]([CH:13]=[C:14]([C:22]4[C:23]([F:40])=[CH:24][C:25]([F:39])=[C:26]([NH:28][C:29]([NH:31][C:32]5[CH:37]=[CH:36][CH:35]=[C:34]([F:38])[CH:33]=5)=[O:30])[CH:27]=4)[C:15](=[O:21])[N:16]3[CH2:19][CH3:20])=[CH:11][N:10]=2)=CC=1.C([O-])(O)=O.[Na+]. Product: [CH2:19]([N:16]1[C:17]2[C:12](=[CH:11][N:10]=[C:9]([NH:8][CH3:7])[CH:18]=2)[CH:13]=[C:14]([C:22]2[C:23]([F:40])=[CH:24][C:25]([F:39])=[C:26]([NH:28][C:29]([NH:31][C:32]3[CH:37]=[CH:36][CH:35]=[C:34]([F:38])[CH:33]=3)=[O:30])[CH:27]=2)[C:15]1=[O:21])[CH3:20]. The catalyst class is: 67. (3) Reactant: C(OC(=O)[NH:7][C:8]1[CH:13]=[CH:12][C:11]([C:14]2[CH:19]=[CH:18][C:17]([F:20])=[CH:16][CH:15]=2)=[CH:10][C:9]=1[NH:21][C:22](=[O:38])[CH2:23][C:24]([C:26]1[CH:31]=[CH:30][CH:29]=[C:28]([N:32]2[CH:36]=[C:35]([CH3:37])[N:34]=[CH:33]2)[CH:27]=1)=O)(C)(C)C.C(O)(C(F)(F)F)=O. Product: [F:20][C:17]1[CH:16]=[CH:15][C:14]([C:11]2[CH:12]=[CH:13][C:8]3[N:7]=[C:24]([C:26]4[CH:31]=[CH:30][CH:29]=[C:28]([N:32]5[CH:36]=[C:35]([CH3:37])[N:34]=[CH:33]5)[CH:27]=4)[CH2:23][C:22](=[O:38])[NH:21][C:9]=3[CH:10]=2)=[CH:19][CH:18]=1. The catalyst class is: 2.